This data is from Forward reaction prediction with 1.9M reactions from USPTO patents (1976-2016). The task is: Predict the product of the given reaction. (1) Given the reactants [CH:1]([C:3]1[CH:4]=[C:5]([CH:8]=[CH:9][CH:10]=1)[CH:6]=O)=[CH2:2].[NH:11]1[CH2:16][CH2:15][O:14][CH2:13][CH2:12]1.C(O[BH-](OC(=O)C)OC(=O)C)(=O)C.[Na+].C(O)(=O)C, predict the reaction product. The product is: [CH:1]([C:3]1[CH:4]=[C:5]([CH:8]=[CH:9][CH:10]=1)[CH2:6][N:11]1[CH2:16][CH2:15][O:14][CH2:13][CH2:12]1)=[CH2:2]. (2) Given the reactants FC(F)(F)C1C=C(NC(=O)NC2C=CC(C3SC(CCC(OC)=O)=NC=3)=CC=2)C=CC=1.[NH2:32][C:33]1[CH:38]=[CH:37][C:36]([C:39]2[S:43][C:42]([CH:44]3[CH2:49][CH2:48][N:47]([C:50]([CH3:57])([CH3:56])[C:51]([O:53][CH2:54][CH3:55])=[O:52])[CH2:46][CH2:45]3)=[N:41][CH:40]=2)=[CH:35][CH:34]=1.[Cl:58][C:59]1[CH:64]=[CH:63][CH:62]=[CH:61][C:60]=1[N:65]=[C:66]=[O:67], predict the reaction product. The product is: [Cl:58][C:59]1[CH:64]=[CH:63][CH:62]=[CH:61][C:60]=1[NH:65][C:66](=[O:67])[NH:32][C:33]1[CH:38]=[CH:37][C:36]([C:39]2[S:43][C:42]([CH:44]3[CH2:49][CH2:48][N:47]([C:50]([CH3:56])([CH3:57])[C:51]([O:53][CH2:54][CH3:55])=[O:52])[CH2:46][CH2:45]3)=[N:41][CH:40]=2)=[CH:35][CH:34]=1.